Dataset: Full USPTO retrosynthesis dataset with 1.9M reactions from patents (1976-2016). Task: Predict the reactants needed to synthesize the given product. (1) Given the product [CH3:19][O:7][C:6](=[O:8])[C:5]1[CH:9]=[CH:10][C:2]([F:1])=[CH:3][C:4]=1[O:11][CH2:15][O:16][CH3:17], predict the reactants needed to synthesize it. The reactants are: [F:1][C:2]1[CH:10]=[CH:9][C:5]([C:6]([OH:8])=[O:7])=[C:4]([OH:11])[CH:3]=1.[H-].[Na+].Cl[CH2:15][O:16][CH3:17].Cl.[CH3:19]N(C)C=O. (2) Given the product [Cl:1][C:2]1[CH:3]=[CH:4][C:5]([NH:18][CH2:19][CH:20]2[CH2:21][CH2:22][N:23]([CH:27]([CH3:28])[CH3:42])[CH2:24][CH2:25]2)=[C:6]([CH:17]=1)[C:7]([NH:9][C:10]1[CH:15]=[CH:14][C:13]([Cl:16])=[CH:12][N:11]=1)=[O:8], predict the reactants needed to synthesize it. The reactants are: [Cl:1][C:2]1[CH:3]=[CH:4][C:5]([NH:18][CH2:19][CH:20]2[CH2:25][CH2:24][NH:23][CH2:22][CH2:21]2)=[C:6]([CH:17]=1)[C:7]([NH:9][C:10]1[CH:15]=[CH:14][C:13]([Cl:16])=[CH:12][N:11]=1)=[O:8].Cl[C:27]1[CH:28]=CC(N(C2CCN(C(C)C)CC2)C)=C([CH:42]=1)C(NC1C=CC(Cl)=CN=1)=O. (3) Given the product [Cl:14][C:4]1[CH:3]=[C:2]([C:18]2[CH:19]=[N:15][NH:16][CH:17]=2)[CH:7]=[CH:6][C:5]=1[C:8]1[S:12][C:11]([NH2:13])=[N:10][N:9]=1, predict the reactants needed to synthesize it. The reactants are: Br[C:2]1[CH:7]=[CH:6][C:5]([C:8]2[S:12][C:11]([NH2:13])=[N:10][N:9]=2)=[C:4]([Cl:14])[CH:3]=1.[NH:15]1[CH:19]=[C:18](B(O)O)[CH:17]=[N:16]1.C(=O)([O-])[O-].[Cs+].[Cs+].C(Cl)Cl.CC(C1C=C(C(C)C)C(C2C=CC=CC=2P(C2CCCCC2)C2CCCCC2)=C(C(C)C)C=1)C. (4) The reactants are: [CH2:1]([O:3][C:4]([C:6]1[C:10]2[CH2:11][CH2:12][CH2:13][CH2:14][C:9]=2[S:8][C:7]=1[NH:15][C:16](=[O:18])[CH3:17])=[O:5])[CH3:2].ClC1C(=O)C(C#N)=C(C#N)C(=O)C=1Cl. Given the product [CH2:1]([O:3][C:4]([C:6]1[C:10]2[CH:11]=[CH:12][CH:13]=[CH:14][C:9]=2[S:8][C:7]=1[NH:15][C:16](=[O:18])[CH3:17])=[O:5])[CH3:2], predict the reactants needed to synthesize it. (5) Given the product [C:1]([CH:3]1[CH2:8][CH2:7][N:6]([C:9](=[O:40])[C@H:10]([NH:14][C:15]([C:17]2[C:25]3[C:20](=[N:21][CH:22]=[C:23]([C:26]#[CH:27])[N:24]=3)[N:19]([CH2:32][O:33][CH2:34][CH2:35][Si:36]([CH3:37])([CH3:39])[CH3:38])[CH:18]=2)=[O:16])[CH:11]2[CH2:12][CH2:13]2)[CH2:5][CH2:4]1)#[N:2], predict the reactants needed to synthesize it. The reactants are: [C:1]([CH:3]1[CH2:8][CH2:7][N:6]([C:9](=[O:40])[C@H:10]([NH:14][C:15]([C:17]2[C:25]3[C:20](=[N:21][CH:22]=[C:23]([C:26]#[C:27][Si](C)(C)C)[N:24]=3)[N:19]([CH2:32][O:33][CH2:34][CH2:35][Si:36]([CH3:39])([CH3:38])[CH3:37])[CH:18]=2)=[O:16])[CH:11]2[CH2:13][CH2:12]2)[CH2:5][CH2:4]1)#[N:2].C([O-])([O-])=O.[K+].[K+].